From a dataset of Reaction yield outcomes from USPTO patents with 853,638 reactions. Predict the reaction yield, written as a fraction of the theoretical maximum amount of product (1.0 means a 100% yield; for example, 0.34 means a 34% yield). (1) The reactants are [F:1][C:2]([F:12])([F:11])[CH2:3][CH2:4][S:5][CH2:6][CH2:7][C:8]([OH:10])=O.C(N1C=CN=C1)([N:15]1[CH:19]=[CH:18]N=C1)=O.Cl.N1C=CN=C1.[Cl:31][C:32]1(NCC)[CH:36]=[CH:35][N:34]([C:37]2[CH:38]=[N:39][CH:40]=[CH:41][CH:42]=2)[NH:33]1. The catalyst is C(#N)C. The product is [Cl:31][C:32]1[C:36]([N:15]([CH2:19][CH3:18])[C:8](=[O:10])[CH2:7][CH2:6][S:5][CH2:4][CH2:3][C:2]([F:1])([F:12])[F:11])=[CH:35][N:34]([C:37]2[CH:38]=[N:39][CH:40]=[CH:41][CH:42]=2)[N:33]=1. The yield is 0.860. (2) The reactants are C[O:2][C:3]([C:5]1([C:15]2[N:20]=[CH:19][CH:18]=[CH:17][N:16]=2)[CH2:14][CH2:13][C:8]2([O:12][CH2:11][CH2:10][O:9]2)[CH2:7][CH2:6]1)=O.[H-].[H-].[H-].[H-].[Li+].[Al+3]. The catalyst is C1COCC1. The product is [N:16]1[CH:17]=[CH:18][CH:19]=[N:20][C:15]=1[C:5]1([CH2:3][OH:2])[CH2:14][CH2:13][C:8]2([O:12][CH2:11][CH2:10][O:9]2)[CH2:7][CH2:6]1. The yield is 0.560. (3) The reactants are [Cl:1][C:2]1[CH:3]=[C:4]([NH:10][C@H:11]([C:15]([OH:17])=O)[CH:12]([CH3:14])[CH3:13])[CH:5]=[CH:6][C:7]=1[C:8]#[N:9].[CH3:18][C:19]1(C)OC(=O)CC(=O)[O:20]1.S([O-])(O)(=O)=O.[K+]. The catalyst is CN(C1C=CN=CC=1)C.O1CCCC1. The product is [Cl:1][C:2]1[CH:3]=[C:4]([N:10]2[C:19](=[O:20])[CH:18]=[C:15]([OH:17])[CH:11]2[CH:12]([CH3:13])[CH3:14])[CH:5]=[CH:6][C:7]=1[C:8]#[N:9]. The yield is 0.110.